From a dataset of Reaction yield outcomes from USPTO patents with 853,638 reactions. Predict the reaction yield, written as a fraction of the theoretical maximum amount of product (1.0 means a 100% yield; for example, 0.34 means a 34% yield). (1) The reactants are [CH3:1][N:2]1[N:6]=[C:5]2[CH:7]=[CH:8][C:9]([C:11]3[N:12]=[C:13]([CH:23]=[O:24])[NH:14][C:15]=3[C:16]3[CH:21]=[CH:20][CH:19]=[C:18]([CH3:22])[N:17]=3)=[CH:10][C:4]2=[N:3]1.[BH4-].[Na+]. The catalyst is CO. The product is [CH3:1][N:2]1[N:6]=[C:5]2[CH:7]=[CH:8][C:9]([C:11]3[N:12]=[C:13]([CH2:23][OH:24])[NH:14][C:15]=3[C:16]3[CH:21]=[CH:20][CH:19]=[C:18]([CH3:22])[N:17]=3)=[CH:10][C:4]2=[N:3]1. The yield is 0.640. (2) The reactants are [C:1]([O:5][C:6]([N:8]1[CH2:12][CH2:11][CH:10]([C:13](=O)[NH:14][CH2:15][C:16]([C:18]2[CH:23]=[CH:22][C:21]([Br:24])=[CH:20][CH:19]=2)=O)[CH2:9]1)=[O:7])([CH3:4])([CH3:3])[CH3:2].C([O-])(=O)C.[NH4+:30]. The catalyst is C1(C)C(C)=CC=CC=1. The product is [C:1]([O:5][C:6]([N:8]1[CH2:12][CH2:11][CH:10]([C:13]2[NH:30][C:16]([C:18]3[CH:23]=[CH:22][C:21]([Br:24])=[CH:20][CH:19]=3)=[CH:15][N:14]=2)[CH2:9]1)=[O:7])([CH3:4])([CH3:3])[CH3:2]. The yield is 0.560. (3) The reactants are [CH3:1][NH:2][CH:3]1[CH2:16][C:15]2[C:6]([CH3:25])([CH:7]3[CH:12]([CH2:13][CH:14]=2)[CH:11]2[CH2:17][CH2:18][CH:19]4[CH:20]([CH3:24])[N:21]([CH3:23])[CH2:22][C:10]24[CH2:9][CH2:8]3)[CH2:5][CH2:4]1.C(N(CC)CC)C.[C:33](Cl)([Cl:35])=[O:34]. The catalyst is ClCCl. The product is [CH3:1][N:2]([CH:3]1[CH2:16][C:15]2[C:6]([CH3:25])([CH:7]3[CH:12]([CH2:13][CH:14]=2)[CH:11]2[CH2:17][CH2:18][CH:19]4[CH:20]([CH3:24])[N:21]([CH3:23])[CH2:22][C:10]24[CH2:9][CH2:8]3)[CH2:5][CH2:4]1)[C:33]([Cl:35])=[O:34]. The yield is 0.978. (4) The reactants are [Cl:1][C:2]1[CH:7]=[CH:6][N:5]=[C:4]([CH3:8])[CH:3]=1.C(N)(N)=[O:10].OO.FC(F)(F)C(OC(=O)C(F)(F)F)=O. The catalyst is C1COCC1. The product is [Cl:1][C:2]1[CH:7]=[CH:6][N+:5]([O-:10])=[C:4]([CH3:8])[CH:3]=1. The yield is 0.990. (5) The reactants are [Br:1][C:2]1[C:3]([CH3:12])=[N:4][CH:5]=[C:6]([C:10]=1[OH:11])[C:7]([OH:9])=O.Cl.C(N=C=NCCCN(C)C)C.ON1C2C=CC=CC=2N=N1.[F:35][C:36]1[CH:43]=[CH:42][C:39]([CH2:40][NH2:41])=[CH:38][CH:37]=1. The catalyst is CNC=O.O. The product is [Br:1][C:2]1[C:3]([CH3:12])=[N:4][CH:5]=[C:6]([C:10]=1[OH:11])[C:7]([NH:41][CH2:40][C:39]1[CH:42]=[CH:43][C:36]([F:35])=[CH:37][CH:38]=1)=[O:9]. The yield is 0.770. (6) The reactants are [CH2:1]([O:3][C:4]([N:6]1[CH2:11][CH2:10][N:9]([C:12](=[NH:15])[NH:13][OH:14])[CH2:8][CH2:7]1)=[O:5])[CH3:2].[Cl:16][C:17]1[CH:18]=[C:19]([CH:23]=[CH:24][CH:25]=1)[C:20](O)=[O:21].CCN(C(C)C)C(C)C.CN(C(ON1N=NC2C=CC=CC1=2)=[N+](C)C)C.F[P-](F)(F)(F)(F)F. The catalyst is CN(C=O)C.C(OCC)(=O)C. The product is [NH2:15][C:12](=[N:13][O:14][C:20](=[O:21])[C:19]1[CH:23]=[CH:24][CH:25]=[C:17]([Cl:16])[CH:18]=1)[N:9]1[CH2:10][CH2:11][N:6]([C:4]([O:3][CH2:1][CH3:2])=[O:5])[CH2:7][CH2:8]1. The yield is 0.170. (7) The reactants are [CH3:1][O:2][C:3]1[CH:8]=[CH:7][C:6]([O:9][CH3:10])=[CH:5][C:4]=1[S:11]([NH:14][C:15]1[CH:16]=[N:17][C:18]2[C:23]([CH:24]=1)=[CH:22][C:21]([C:25]([OH:27])=O)=[CH:20][CH:19]=2)(=[O:13])=[O:12].[CH:28]1([NH-:31])[CH2:30][CH2:29]1.CCN(CC)CC.CN(C(ON1N=NC2C=CC=NC1=2)=[N+](C)C)C.F[P-](F)(F)(F)(F)F. The catalyst is CN(C1C=CN=CC=1)C.CN(C=O)C. The product is [CH:28]1([NH:31][C:25]([C:21]2[CH:22]=[C:23]3[C:18](=[CH:19][CH:20]=2)[N:17]=[CH:16][C:15]([NH:14][S:11]([C:4]2[CH:5]=[C:6]([O:9][CH3:10])[CH:7]=[CH:8][C:3]=2[O:2][CH3:1])(=[O:12])=[O:13])=[CH:24]3)=[O:27])[CH2:30][CH2:29]1. The yield is 0.230.